Dataset: Full USPTO retrosynthesis dataset with 1.9M reactions from patents (1976-2016). Task: Predict the reactants needed to synthesize the given product. (1) Given the product [CH2:1]([O:8][C:9]1[CH:17]=[CH:16][C:12]([C:13]([NH:45][C:40]2[C:39]([NH:38][C:36](=[O:37])[C:35]3[CH:34]=[CH:33][C:32]([O:31][CH3:30])=[CH:47][CH:46]=3)=[CH:44][CH:43]=[CH:42][CH:41]=2)=[O:14])=[C:11]([O:18][CH2:19][CH2:20][CH2:21][NH:22][C:23]([O:25][C:26]([CH3:28])([CH3:27])[CH3:29])=[O:24])[CH:10]=1)[C:2]1[CH:3]=[CH:4][CH:5]=[CH:6][CH:7]=1, predict the reactants needed to synthesize it. The reactants are: [CH2:1]([O:8][C:9]1[CH:17]=[CH:16][C:12]([C:13](O)=[O:14])=[C:11]([O:18][CH2:19][CH2:20][CH2:21][NH:22][C:23]([O:25][C:26]([CH3:29])([CH3:28])[CH3:27])=[O:24])[CH:10]=1)[C:2]1[CH:7]=[CH:6][CH:5]=[CH:4][CH:3]=1.[CH3:30][O:31][C:32]1[CH:47]=[CH:46][C:35]([C:36]([NH:38][C:39]2[C:40]([NH2:45])=[CH:41][CH:42]=[CH:43][CH:44]=2)=[O:37])=[CH:34][CH:33]=1. (2) Given the product [N:1]1([CH2:7][C:8]2[CH:13]=[CH:12][C:11]3[NH:14][C:24]([C:20]4[C:19]([N+:16]([O-:18])=[O:17])=[CH:23][NH:22][N:21]=4)=[N:15][C:10]=3[CH:9]=2)[CH2:6][CH2:5][O:4][CH2:3][CH2:2]1, predict the reactants needed to synthesize it. The reactants are: [N:1]1([CH2:7][C:8]2[CH:9]=[C:10]([NH2:15])[C:11]([NH2:14])=[CH:12][CH:13]=2)[CH2:6][CH2:5][O:4][CH2:3][CH2:2]1.[N+:16]([C:19]1[C:20]([C:24](O)=O)=[N:21][NH:22][CH:23]=1)([O-:18])=[O:17].[B-](F)(F)(F)F.CN(C(ON1N=NC2C1=CC=CC=2)=[N+](C)C)C. (3) Given the product [Cl:27][C:24]1[CH:25]=[CH:26][C:19]([CH2:18][N:14]2[CH2:15][C:12]([F:16])([F:11])[CH2:13]2)=[C:20]([CH:23]=1)[C:21]#[N:22], predict the reactants needed to synthesize it. The reactants are: CCN(C(C)C)C(C)C.Cl.[F:11][C:12]1([F:16])[CH2:15][NH:14][CH2:13]1.Br[CH2:18][C:19]1[CH:26]=[CH:25][C:24]([Cl:27])=[CH:23][C:20]=1[C:21]#[N:22]. (4) Given the product [CH2:25]([N:27]([CH2:28][C:29]([OH:31])=[O:30])[C:52]([C:37]1[CH:38]=[C:39]2[C:34](=[CH:35][CH:36]=1)[N:33]([CH3:32])[C:45]1[CH2:44][CH2:43][CH:42]([CH:46]3[CH2:51][CH2:50][O:49][CH2:48][CH2:47]3)[CH2:41][C:40]2=1)=[O:53])[CH3:26], predict the reactants needed to synthesize it. The reactants are: CN(C(ON1N=NC2C=CC=NC1=2)=[N+](C)C)C.F[P-](F)(F)(F)(F)F.[CH2:25]([NH:27][CH2:28][C:29]([OH:31])=[O:30])[CH3:26].[CH3:32][N:33]1[C:45]2[CH2:44][CH2:43][CH:42]([CH:46]3[CH2:51][CH2:50][O:49][CH2:48][CH2:47]3)[CH2:41][C:40]=2[C:39]2[C:34]1=[CH:35][CH:36]=[C:37]([C:52](O)=[O:53])[CH:38]=2.C(N(CC)C(C)C)(C)C.